Dataset: Forward reaction prediction with 1.9M reactions from USPTO patents (1976-2016). Task: Predict the product of the given reaction. (1) Given the reactants [Cl:1][C:2]1[C:7](I)=[CH:6][CH:5]=[C:4]([Cl:9])[N:3]=1.CC1(C)C(C)(C)OB(/[CH:18]=[CH:19]/[C:20]([O:22][CH2:23][CH3:24])=[O:21])O1.C([O-])([O-])=O.[K+].[K+], predict the reaction product. The product is: [Cl:1][C:2]1[C:7](/[CH:18]=[CH:19]/[C:20]([O:22][CH2:23][CH3:24])=[O:21])=[CH:6][CH:5]=[C:4]([Cl:9])[N:3]=1. (2) Given the reactants NS(N)(=O)=O.Cl[CH2:7][CH2:8][CH2:9][S:10]([N:13]1[CH2:18][CH2:17][CH:16]([C:19]2[C:27]3[C:22](=[C:23]([C:34]([NH2:36])=[O:35])[CH:24]=[C:25]([C:28]4[CH:33]=[CH:32][CH:31]=[CH:30][CH:29]=4)[CH:26]=3)[NH:21][CH:20]=2)[CH2:15][CH2:14]1)(=[O:12])=[O:11].[CH3:37][NH:38][CH3:39].C([O-])([O-])=O.[K+].[K+].[Na+].[I-], predict the reaction product. The product is: [CH3:37][N:38]([CH3:39])[CH2:7][CH2:8][CH2:9][S:10]([N:13]1[CH2:18][CH2:17][CH:16]([C:19]2[C:27]3[C:22](=[C:23]([C:34]([NH2:36])=[O:35])[CH:24]=[C:25]([C:28]4[CH:33]=[CH:32][CH:31]=[CH:30][CH:29]=4)[CH:26]=3)[NH:21][CH:20]=2)[CH2:15][CH2:14]1)(=[O:12])=[O:11].